From a dataset of Full USPTO retrosynthesis dataset with 1.9M reactions from patents (1976-2016). Predict the reactants needed to synthesize the given product. (1) Given the product [NH2:11][C:12]1[C:13]([C:24]([OH:26])=[O:25])=[N:14][C:15]2[C:20]([CH:21]=1)=[CH:19][CH:18]=[C:17]([CH2:22][CH3:23])[CH:16]=2, predict the reactants needed to synthesize it. The reactants are: C(OC([NH:11][C:12]1[C:13]([C:24]([OH:26])=[O:25])=[N:14][C:15]2[C:20]([CH:21]=1)=[CH:19][CH:18]=[C:17]([CH:22]=[CH2:23])[CH:16]=2)=O)C1C=CC=CC=1.[H][H]. (2) Given the product [C:26]([O:25][C:23]([N:11]1[C:12]2[C:8](=[CH:7][C:6]([O:5][P:4]([O:3][CH2:1][CH3:2])([C:17]3[CH:22]=[CH:21][CH:20]=[CH:19][CH:18]=3)=[O:16])=[CH:14][CH:13]=2)[C:9]([I:15])=[N:10]1)=[O:24])([CH3:29])([CH3:28])[CH3:27], predict the reactants needed to synthesize it. The reactants are: [CH2:1]([O:3][P:4]([C:17]1[CH:22]=[CH:21][CH:20]=[CH:19][CH:18]=1)(=[O:16])[O:5][C:6]1[CH:7]=[C:8]2[C:12](=[CH:13][CH:14]=1)[NH:11][N:10]=[C:9]2[I:15])[CH3:2].[C:23](O[C:23]([O:25][C:26]([CH3:29])([CH3:28])[CH3:27])=[O:24])([O:25][C:26]([CH3:29])([CH3:28])[CH3:27])=[O:24].CN(C1C=CC=CN=1)C.